From a dataset of Reaction yield outcomes from USPTO patents with 853,638 reactions. Predict the reaction yield, written as a fraction of the theoretical maximum amount of product (1.0 means a 100% yield; for example, 0.34 means a 34% yield). The reactants are CN(C(ON1N=NC2C=CC=NC1=2)=[N+](C)C)C.F[P-](F)(F)(F)(F)F.CCN(C(C)C)C(C)C.[C:34]1([S:40][CH2:41][C@H:42]([NH:47][C:48]2[CH:53]=[CH:52][C:51]([S:54](=[O:57])(=[O:56])[NH2:55])=[CH:50][C:49]=2[S:58]([C:61]([F:64])([F:63])[F:62])(=[O:60])=[O:59])[CH2:43][C:44](O)=[O:45])[CH:39]=[CH:38][CH:37]=[CH:36][CH:35]=1.[Si:65]([O:82][CH2:83][CH2:84][N:85]1[CH2:90][CH2:89][NH:88][CH2:87][CH2:86]1)([C:78]([CH3:81])([CH3:80])[CH3:79])([C:72]1[CH:77]=[CH:76][CH:75]=[CH:74][CH:73]=1)[C:66]1[CH:71]=[CH:70][CH:69]=[CH:68][CH:67]=1. The catalyst is CC(N(C)C)=O.CCOC(C)=O. The product is [Si:65]([O:82][CH2:83][CH2:84][N:85]1[CH2:90][CH2:89][N:88]([C:44](=[O:45])[CH2:43][C@@H:42]([NH:47][C:48]2[CH:53]=[CH:52][C:51]([S:54]([NH2:55])(=[O:56])=[O:57])=[CH:50][C:49]=2[S:58]([C:61]([F:64])([F:62])[F:63])(=[O:60])=[O:59])[CH2:41][S:40][C:34]2[CH:35]=[CH:36][CH:37]=[CH:38][CH:39]=2)[CH2:87][CH2:86]1)([C:78]([CH3:79])([CH3:80])[CH3:81])([C:72]1[CH:73]=[CH:74][CH:75]=[CH:76][CH:77]=1)[C:66]1[CH:71]=[CH:70][CH:69]=[CH:68][CH:67]=1. The yield is 1.00.